Predict the reactants needed to synthesize the given product. From a dataset of Full USPTO retrosynthesis dataset with 1.9M reactions from patents (1976-2016). (1) The reactants are: [Cl:1][C:2]1[CH:7]=[CH:6][C:5]([C:8]2[O:9][C:10]3[C:11](=[C:13]([C:17](O)=[O:18])[CH:14]=[CH:15][CH:16]=3)[N:12]=2)=[C:4]([O:20][CH3:21])[CH:3]=1.Cl.C(N=C=NCCCN(C)C)C.ON1C2C=CC=CC=2N=N1.Cl.Cl.[NH2:46][CH:47]1[CH2:54][CH:53]2[N:55]([CH3:56])[CH:49]([CH2:50][CH2:51][CH2:52]2)[CH2:48]1.C(N(CC)CC)C. Given the product [CH3:56][N:55]1[CH:49]2[CH2:50][CH2:51][CH2:52][CH:53]1[CH2:54][CH:47]([NH:46][C:17]([C:13]1[CH:14]=[CH:15][CH:16]=[C:10]3[O:9][C:8]([C:5]4[CH:6]=[CH:7][C:2]([Cl:1])=[CH:3][C:4]=4[O:20][CH3:21])=[N:12][C:11]=13)=[O:18])[CH2:48]2, predict the reactants needed to synthesize it. (2) Given the product [C:3]([O:7][CH2:10][CH2:11][CH2:12][Si:13]([O:14][CH2:15][CH3:16])([O:20][CH2:21][CH3:22])[O:17][CH2:18][CH3:19])(=[O:6])[CH:4]=[CH2:5], predict the reactants needed to synthesize it. The reactants are: N#N.[C:3]([O-:7])(=[O:6])[CH:4]=[CH2:5].[Na+].Cl[CH2:10][CH2:11][CH2:12][Si:13]([O:20][CH2:21][CH3:22])([O:17][CH2:18][CH3:19])[O:14][CH2:15][CH3:16].C1C2NC3C(=CC=CC=3)SC=2C=CC=1. (3) Given the product [C:17]([C:19]([C:22]1[CH:23]=[C:24]([CH:35]=[CH:36][CH:37]=1)[C:25]([NH:27][C:28]1[CH:33]=[CH:32][CH:31]=[C:30]([O:34][C:2]2[CH:7]=[N:6][C:5]([N+:8]([O-:10])=[O:9])=[CH:4][CH:3]=2)[CH:29]=1)=[O:26])([CH3:21])[CH3:20])#[N:18], predict the reactants needed to synthesize it. The reactants are: Br[C:2]1[CH:3]=[CH:4][C:5]([N+:8]([O-:10])=[O:9])=[N:6][CH:7]=1.C(=O)([O-])[O-].[Cs+].[Cs+].[C:17]([C:19]([C:22]1[CH:23]=[C:24]([CH:35]=[CH:36][CH:37]=1)[C:25]([NH:27][C:28]1[CH:33]=[CH:32][CH:31]=[C:30]([OH:34])[CH:29]=1)=[O:26])([CH3:21])[CH3:20])#[N:18].O. (4) The reactants are: Br[C:2]1[C:7]([CH3:8])=[CH:6][C:5]([Br:9])=[CH:4][N:3]=1.[Cu][C:11]#[N:12].CN(C)C=O. Given the product [Br:9][C:5]1[CH:6]=[C:7]([CH3:8])[C:2]([C:11]#[N:12])=[N:3][CH:4]=1, predict the reactants needed to synthesize it. (5) Given the product [F:12][C:11]([F:14])([F:13])[C:10]([CH2:16][C:17]1[NH:25][C:20]2=[CH:21][N:22]=[CH:23][CH:24]=[C:19]2[CH:18]=1)([OH:15])[CH2:9][C:8]([C:6]1[CH:7]=[C:2]([C:36]2[CH:37]=[N:38][CH:39]=[CH:40][CH:41]=2)[CH:3]=[CH:4][C:5]=1[O:28][CH3:29])([CH3:27])[CH3:26], predict the reactants needed to synthesize it. The reactants are: Br[C:2]1[CH:3]=[CH:4][C:5]([O:28][CH3:29])=[C:6]([C:8]([CH3:27])([CH3:26])[CH2:9][C:10]([CH2:16][C:17]2[NH:25][C:20]3=[CH:21][N:22]=[CH:23][CH:24]=[C:19]3[CH:18]=2)([OH:15])[C:11]([F:14])([F:13])[F:12])[CH:7]=1.B1([C:36]2[CH:41]=[CH:40][CH:39]=[N:38][CH:37]=2)OCCCO1.C(=O)([O-])[O-].[K+].[K+]. (6) Given the product [CH:29]([O:28][C:25]1[CH:26]=[CH:27][C:22]([N:7]2[C:8]3[C:13](=[CH:12][C:11]([O:21][C:33]4[CH:38]=[CH:37][C:36]([C:39]([F:42])([F:41])[F:40])=[CH:35][N:34]=4)=[CH:10][CH:9]=3)[C:14]([N:15]3[CH2:19][CH2:18][CH2:17][C:16]3=[O:20])=[C:6]2[C:4]([OH:3])=[O:5])=[CH:23][CH:24]=1)([CH3:31])[CH3:30], predict the reactants needed to synthesize it. The reactants are: C([O:3][C:4]([C:6]1[N:7]([C:22]2[CH:27]=[CH:26][C:25]([O:28][CH:29]([CH3:31])[CH3:30])=[CH:24][CH:23]=2)[C:8]2[C:13]([C:14]=1[N:15]1[CH2:19][CH2:18][CH2:17][C:16]1=[O:20])=[CH:12][C:11]([OH:21])=[CH:10][CH:9]=2)=[O:5])C.Cl[C:33]1[CH:38]=[CH:37][C:36]([C:39]([F:42])([F:41])[F:40])=[CH:35][N:34]=1. (7) Given the product [CH2:20]([N:17]1[CH2:16][CH2:15][N:14]([C:9]2[CH:10]=[CH:11][CH:12]=[CH:13][C:8]=2[CH:1]2[CH2:2][CH2:3][CH2:4][CH2:5][CH2:6][CH2:7]2)[CH2:19][CH2:18]1)[CH2:21][CH2:22][CH3:23], predict the reactants needed to synthesize it. The reactants are: [CH:1]1([C:8]2[CH:13]=[CH:12][CH:11]=[CH:10][C:9]=2[N:14]2[CH2:19][CH2:18][NH:17][CH2:16][CH2:15]2)[CH2:7][CH2:6][CH2:5][CH2:4][CH2:3][CH2:2]1.[CH:20](=O)[CH2:21][CH2:22][CH3:23].C(O[BH-](OC(=O)C)OC(=O)C)(=O)C.[Na+].C(O)(=O)C.C(=O)([O-])O.[Na+].